From a dataset of Peptide-MHC class I binding affinity with 185,985 pairs from IEDB/IMGT. Regression. Given a peptide amino acid sequence and an MHC pseudo amino acid sequence, predict their binding affinity value. This is MHC class I binding data. The peptide sequence is NSKYSYELY. The MHC is HLA-A03:01 with pseudo-sequence HLA-A03:01. The binding affinity (normalized) is 0.0383.